Dataset: Catalyst prediction with 721,799 reactions and 888 catalyst types from USPTO. Task: Predict which catalyst facilitates the given reaction. (1) Reactant: [Cl:1][C:2]1[CH:7]=[CH:6][C:5]([CH:8]([C:11]2[CH:16]=[CH:15][C:14]([N+:17]([O-:19])=[O:18])=[CH:13][CH:12]=2)[C:9]#[N:10])=[CH:4][CH:3]=1.P12(SP3(SP(SP(S3)(S1)=S)(=S)S2)=S)=[S:21]. Product: [Cl:1][C:2]1[CH:3]=[CH:4][C:5]([CH:8]([C:11]2[CH:16]=[CH:15][C:14]([N+:17]([O-:19])=[O:18])=[CH:13][CH:12]=2)[C:9](=[S:21])[NH2:10])=[CH:6][CH:7]=1. The catalyst class is: 14. (2) Reactant: [CH3:1][N:2]([CH:13]1[CH2:18][CH2:17][NH:16][C:15](=[O:19])[CH2:14]1)[C:3](=[O:12])[O:4][CH2:5][C:6]1[CH:11]=[CH:10][CH:9]=[CH:8][CH:7]=1.Cl.Br[C:22]1[CH:27]=[CH:26][N:25]=[CH:24][CH:23]=1.C([O-])([O-])=O.[Cs+].[Cs+].CC1(C)C2C(=C(P(C3C=CC=CC=3)C3C=CC=CC=3)C=CC=2)OC2C(P(C3C=CC=CC=3)C3C=CC=CC=3)=CC=CC1=2. Product: [CH3:1][N:2]([CH:13]1[CH2:18][CH2:17][N:16]([C:22]2[CH:27]=[CH:26][N:25]=[CH:24][CH:23]=2)[C:15](=[O:19])[CH2:14]1)[C:3](=[O:12])[O:4][CH2:5][C:6]1[CH:11]=[CH:10][CH:9]=[CH:8][CH:7]=1. The catalyst class is: 101. (3) Reactant: [CH3:1][C:2]1([CH3:10])[C:5](=[O:6])[CH2:4][CH:3]1C(O)=O.C([N:13]([CH2:16]C)CC)C.C1(P(N=[N+]=[N-])(C2C=CC=CC=2)=[O:25])C=CC=CC=1.[C:35]([OH:39])([CH3:38])([CH3:37])[CH3:36].C(=O)(O)[O-].[Na+]. Product: [C:35]([O:39][C:16](=[O:25])[NH:13][CH:3]1[CH2:4][C:5](=[O:6])[C:2]1([CH3:1])[CH3:10])([CH3:38])([CH3:37])[CH3:36]. The catalyst class is: 133. (4) Reactant: C1C=CC(P(C2C(C3C(P(C4C=CC=CC=4)C4C=CC=CC=4)=CC=C4C=3C=CC=C4)=C3C(C=CC=C3)=CC=2)C2C=CC=CC=2)=CC=1.Cl[C:48]1[N:53]=[CH:52][C:51]([CH:54]([CH3:60])[C:55]([O:57][CH2:58][CH3:59])=[O:56])=[CH:50][CH:49]=1.[C:61]([NH2:69])(=[O:68])[C:62]1[CH:67]=[CH:66][CH:65]=[CH:64][CH:63]=1.C([O-])([O-])=O.[Cs+].[Cs+]. Product: [C:61]([NH:69][C:48]1[N:53]=[CH:52][C:51]([CH:54]([CH3:60])[C:55]([O:57][CH2:58][CH3:59])=[O:56])=[CH:50][CH:49]=1)(=[O:68])[C:62]1[CH:67]=[CH:66][CH:65]=[CH:64][CH:63]=1. The catalyst class is: 718. (5) Reactant: [OH-].[Li+].C([O:5][C:6](=[O:29])/[CH:7]=[CH:8]/[C:9]1[C:18]2[C:13](=[CH:14][C:15]([C:19]3[CH:24]=[CH:23][CH:22]=[C:21]([O:25][CH3:26])[CH:20]=3)=[CH:16][CH:17]=2)[CH:12]=[CH:11][C:10]=1[O:27][CH3:28])C. Product: [CH3:28][O:27][C:10]1[CH:11]=[CH:12][C:13]2[C:18](=[CH:17][CH:16]=[C:15]([C:19]3[CH:24]=[CH:23][CH:22]=[C:21]([O:25][CH3:26])[CH:20]=3)[CH:14]=2)[C:9]=1/[CH:8]=[CH:7]/[C:6]([OH:29])=[O:5]. The catalyst class is: 20.